Dataset: Full USPTO retrosynthesis dataset with 1.9M reactions from patents (1976-2016). Task: Predict the reactants needed to synthesize the given product. (1) Given the product [O:1]1[C:5]2[CH:6]=[CH:7][CH:8]=[CH:9][C:4]=2[C:3]([N:10]2[CH2:15][CH2:14][N:13]([CH2:16][CH2:17][C:19]3[CH:20]=[C:21]4[C:25](=[CH:26][CH:27]=3)[C:24]([CH3:28])([CH3:29])[CH:23]([OH:30])[C:22]4([CH3:32])[CH3:31])[CH2:12][CH2:11]2)=[N:2]1, predict the reactants needed to synthesize it. The reactants are: [O:1]1[C:5]2[CH:6]=[CH:7][CH:8]=[CH:9][C:4]=2[C:3]([N:10]2[CH2:15][CH2:14][N:13]([CH2:16][CH:17]([C:19]3[CH:20]=[C:21]4[C:25](=[CH:26][CH:27]=3)[C:24]([CH3:29])([CH3:28])[CH:23]([OH:30])[C:22]4([CH3:32])[CH3:31])Cl)[CH2:12][CH2:11]2)=[N:2]1.C([SnH](CCCC)CCCC)CCC.CC(N=NC(C#N)(C)C)(C#N)C. (2) The reactants are: [NH2:1][NH2:2].[C:3](/[N:5]=[C:6](\SC)/[NH:7][C:8]1[CH:13]=[CH:12][C:11]([C:14]#[N:15])=[C:10]([CH:16]2[CH2:18][CH2:17]2)[CH:9]=1)#[N:4]. Given the product [NH2:4][C:3]1[NH:2][N:1]=[C:6]([NH:7][C:8]2[CH:13]=[CH:12][C:11]([C:14]#[N:15])=[C:10]([CH:16]3[CH2:18][CH2:17]3)[CH:9]=2)[N:5]=1, predict the reactants needed to synthesize it.